From a dataset of Forward reaction prediction with 1.9M reactions from USPTO patents (1976-2016). Predict the product of the given reaction. Given the reactants C([Li])[CH2:2][CH2:3][CH3:4].[CH:6]1([S:9][S:10][CH:11]2[CH2:13][CH2:12]2)[CH2:8][CH2:7]1.Br[CH2:15][C@H:16]1[CH2:20][O:19][C:18]([CH3:22])([CH3:21])[O:17]1.[Cl-].[NH4+], predict the reaction product. The product is: [CH3:21][C:18]1([CH3:22])[O:17][C@@H:16]([CH2:15][C:6]2([S:9][S:10][C:11]3([CH2:15][C@H:16]4[CH2:20][O:19][C:3]([CH3:4])([CH3:2])[O:17]4)[CH2:13][CH2:12]3)[CH2:8][CH2:7]2)[CH2:20][O:19]1.